Dataset: Forward reaction prediction with 1.9M reactions from USPTO patents (1976-2016). Task: Predict the product of the given reaction. (1) Given the reactants Cl.[NH2:2][C@@H:3]([CH:8]1[CH2:12][CH2:11][CH2:10][CH2:9]1)[C:4]([O:6][CH3:7])=[O:5].Cl[C:14](Cl)([O:16]C(=O)OC(Cl)(Cl)Cl)Cl, predict the reaction product. The product is: [CH:8]1([C@H:3]([N:2]=[C:14]=[O:16])[C:4]([O:6][CH3:7])=[O:5])[CH2:12][CH2:11][CH2:10][CH2:9]1. (2) Given the reactants S([O:11][CH2:12][C@@H:13]1[CH2:17][CH2:16][CH2:15][N:14]1[C:18]([O:20][C:21]([CH3:24])([CH3:23])[CH3:22])=[O:19])(C1C=CC(C)=CC=1)(=O)=O.C1(O)C=CC=CC=1.[OH:32][C@@H:33]([C:44]1[CH:49]=[CH:48][CH:47]=[C:46](O)[CH:45]=1)[CH2:34][CH2:35][NH:36][C:37](=[O:43])[O:38][C:39]([CH3:42])([CH3:41])[CH3:40].C([O-])(C)(C)C.[K+], predict the reaction product. The product is: [C:39]([O:38][C:37]([NH:36][CH2:35][CH2:34][C@H:33]([C:44]1[CH:49]=[C:48]([CH:47]=[CH:46][CH:45]=1)[O:11][CH2:12][C@@H:13]1[CH2:17][CH2:16][CH2:15][N:14]1[C:18]([O:20][C:21]([CH3:22])([CH3:23])[CH3:24])=[O:19])[OH:32])=[O:43])([CH3:42])([CH3:40])[CH3:41]. (3) Given the reactants [C:1]([O:5][C:6](=[O:49])[CH2:7][NH:8][C:9]([C@@H:11]1[CH2:15][C@@H:14]([S:16][C:17]([C:30]2[CH:35]=[CH:34][CH:33]=[CH:32][CH:31]=2)([C:24]2[CH:29]=[CH:28][CH:27]=[CH:26][CH:25]=2)[C:18]2[CH:23]=[CH:22][CH:21]=[CH:20][CH:19]=2)[CH2:13][N:12]1[S:36]([C:39]1[CH:48]=[CH:47][C:46]2[C:41](=[CH:42][CH:43]=[CH:44][CH:45]=2)[CH:40]=1)(=[O:38])=[O:37])=[O:10])([CH3:4])([CH3:3])[CH3:2].[CH2:50](Br)[C:51]1[CH:56]=[CH:55][CH:54]=[CH:53][CH:52]=1.[H-].[Na+].[NH4+].[Cl-].CCOC(C)=O, predict the reaction product. The product is: [C:1]([O:5][C:6](=[O:49])[CH2:7][N:8]([CH2:50][C:51]1[CH:56]=[CH:55][CH:54]=[CH:53][CH:52]=1)[C:9]([C@@H:11]1[CH2:15][C@@H:14]([S:16][C:17]([C:18]2[CH:19]=[CH:20][CH:21]=[CH:22][CH:23]=2)([C:30]2[CH:31]=[CH:32][CH:33]=[CH:34][CH:35]=2)[C:24]2[CH:29]=[CH:28][CH:27]=[CH:26][CH:25]=2)[CH2:13][N:12]1[S:36]([C:39]1[CH:48]=[CH:47][C:46]2[C:41](=[CH:42][CH:43]=[CH:44][CH:45]=2)[CH:40]=1)(=[O:38])=[O:37])=[O:10])([CH3:4])([CH3:2])[CH3:3].